From a dataset of Forward reaction prediction with 1.9M reactions from USPTO patents (1976-2016). Predict the product of the given reaction. (1) Given the reactants [F:1][C:2]([F:8])([F:7])[S:3](Cl)(=[O:5])=[O:4].[OH:9][C:10]1[CH:11]=[C:12]2[C:17](=[CH:18][CH:19]=1)[C:16](=[O:20])[NH:15][CH2:14][CH2:13]2.C(N(CC)CC)C.ClCCl, predict the reaction product. The product is: [F:1][C:2]([F:8])([F:7])[S:3]([O:9][C:10]1[CH:11]=[C:12]2[C:17](=[CH:18][CH:19]=1)[C:16](=[O:20])[NH:15][CH2:14][CH2:13]2)(=[O:5])=[O:4]. (2) Given the reactants Cl[CH2:2][C:3]([NH:5][C:6]1[S:7][C:8]2[N:9]=[C:10]([N:15]([CH3:36])[C:16]3[CH:17]=[C:18]([NH:22][C:23](=[O:35])[C:24]4[CH:29]=[CH:28][CH:27]=[C:26]([C:30]([C:33]#[N:34])([CH3:32])[CH3:31])[CH:25]=4)[CH:19]=[CH:20][CH:21]=3)[N:11]=[CH:12][C:13]=2[N:14]=1)=[O:4].C(N(CC)CC)C.[NH:44]1[CH2:49][CH2:48][S:47][CH2:46][CH2:45]1.C(=O)([O-])O.[Na+], predict the reaction product. The product is: [C:33]([C:30]([C:26]1[CH:25]=[C:24]([CH:29]=[CH:28][CH:27]=1)[C:23]([NH:22][C:18]1[CH:19]=[CH:20][CH:21]=[C:16]([N:15]([CH3:36])[C:10]2[N:11]=[CH:12][C:13]3[N:14]=[C:6]([NH:5][C:3](=[O:4])[CH2:2][N:44]4[CH2:49][CH2:48][S:47][CH2:46][CH2:45]4)[S:7][C:8]=3[N:9]=2)[CH:17]=1)=[O:35])([CH3:32])[CH3:31])#[N:34]. (3) Given the reactants [C:1]1([C:7]2[N:11]3[C:12]4[CH:19]=[C:18]([C:20]5[CH:25]=[CH:24][CH:23]=[CH:22][CH:21]=5)[C:17]([C:26]5[CH:31]=[CH:30][C:29]([C:32]6([NH:36]C(=O)OC(C)(C)C)[CH2:35][CH2:34][CH2:33]6)=[CH:28][CH:27]=5)=[N:16][C:13]=4[O:14][CH2:15][C:10]3=[N:9][N:8]=2)[CH:6]=[CH:5][CH:4]=[CH:3][CH:2]=1.C(O)(C(F)(F)F)=O, predict the reaction product. The product is: [C:1]1([C:7]2[N:11]3[C:12]4[CH:19]=[C:18]([C:20]5[CH:25]=[CH:24][CH:23]=[CH:22][CH:21]=5)[C:17]([C:26]5[CH:27]=[CH:28][C:29]([C:32]6([NH2:36])[CH2:35][CH2:34][CH2:33]6)=[CH:30][CH:31]=5)=[N:16][C:13]=4[O:14][CH2:15][C:10]3=[N:9][N:8]=2)[CH:2]=[CH:3][CH:4]=[CH:5][CH:6]=1. (4) Given the reactants Br[C:2]1[CH:7]=[C:6]([O:8][CH3:9])[CH:5]=[C:4]([O:10][CH3:11])[CH:3]=1.[Mg].Cl[P:14]([C:21]1[CH:26]=[CH:25][CH:24]=[CH:23][CH:22]=1)[C:15]1[CH:20]=[CH:19][CH:18]=[CH:17][CH:16]=1.[OH:27]O, predict the reaction product. The product is: [CH3:11][O:10][C:4]1[CH:3]=[C:2]([P:14](=[O:27])([C:21]2[CH:26]=[CH:25][CH:24]=[CH:23][CH:22]=2)[C:15]2[CH:20]=[CH:19][CH:18]=[CH:17][CH:16]=2)[CH:7]=[C:6]([O:8][CH3:9])[CH:5]=1. (5) Given the reactants [CH2:1]([O:3][C:4](=[O:13])[CH:5]=[C:6]1[CH2:11][CH2:10][CH2:9][CH:8]([CH3:12])[CH2:7]1)[CH3:2].[H][H], predict the reaction product. The product is: [CH2:1]([O:3][C:4](=[O:13])[CH2:5][CH:6]1[CH2:11][CH2:10][CH2:9][CH:8]([CH3:12])[CH2:7]1)[CH3:2]. (6) The product is: [Br:1][C:2]1[CH:3]=[CH:4][C:5]([C:6]([NH:25][CH:24]2[CH2:22][CH2:23]2)=[O:8])=[CH:9][CH:10]=1. Given the reactants [Br:1][C:2]1[CH:10]=[CH:9][C:5]([C:6]([OH:8])=O)=[CH:4][CH:3]=1.CN(C(ON1N=NC2[CH:22]=[CH:23][CH:24]=[N:25]C1=2)=[N+](C)C)C.F[P-](F)(F)(F)(F)F.CCN(C(C)C)C(C)C.C1(N)CC1, predict the reaction product. (7) Given the reactants [C:1]([C:3]1[CH:4]=[C:5]([C:13]2[O:14][C:15]([C:18]3[CH:26]=[CH:25][CH:24]=[C:23]4[C:19]=3[CH2:20][CH2:21][C@H:22]4[NH:27]C(=O)OC(C)(C)C)=[CH:16][N:17]=2)[CH:6]=[CH:7][C:8]=1[O:9][CH:10]([CH3:12])[CH3:11])#[N:2].[ClH:35], predict the reaction product. The product is: [ClH:35].[NH2:27][C@H:22]1[C:23]2[C:19](=[C:18]([C:15]3[O:14][C:13]([C:5]4[CH:6]=[CH:7][C:8]([O:9][CH:10]([CH3:12])[CH3:11])=[C:3]([CH:4]=4)[C:1]#[N:2])=[N:17][CH:16]=3)[CH:26]=[CH:25][CH:24]=2)[CH2:20][CH2:21]1. (8) Given the reactants [CH3:1][O:2][C:3]1[CH:8]=[C:7]([C:9]([OH:11])=O)[CH:6]=[C:5]([O:12][CH3:13])[C:4]=1[C:14]1[CH:19]=[CH:18][CH:17]=[CH:16][CH:15]=1.Cl.[CH3:21][C:22]([CH3:49])([CH3:48])[C:23]([O:25][CH2:26][N:27]1[N:31]=[N:30][C:29]([C:32]2[CH:33]=[C:34]3[C:44](=[CH:45][CH:46]=2)[O:43][C:37]2([CH2:42][CH2:41][NH:40][CH2:39][CH2:38]2)[CH2:36][C:35]3=[O:47])=[N:28]1)=[O:24].CCN=C=NCCCN(C)C.C1C=CC2N(O)N=NC=2C=1, predict the reaction product. The product is: [CH3:21][C:22]([CH3:49])([CH3:48])[C:23]([O:25][CH2:26][N:27]1[N:31]=[N:30][C:29]([C:32]2[CH:33]=[C:34]3[C:44](=[CH:45][CH:46]=2)[O:43][C:37]2([CH2:38][CH2:39][N:40]([C:9]([C:7]4[CH:6]=[C:5]([O:12][CH3:13])[C:4]([C:14]5[CH:19]=[CH:18][CH:17]=[CH:16][CH:15]=5)=[C:3]([O:2][CH3:1])[CH:8]=4)=[O:11])[CH2:41][CH2:42]2)[CH2:36][C:35]3=[O:47])=[N:28]1)=[O:24].